This data is from Forward reaction prediction with 1.9M reactions from USPTO patents (1976-2016). The task is: Predict the product of the given reaction. (1) Given the reactants C(N([CH2:6][CH3:7])CC)C.CN(C(ON1N=NC2C=CC=CC1=2)=[N+](C)C)C.[B-](F)(F)(F)[F:26].[C:30]([O:34][C:35]([NH:37][C:38]1([C:41]([OH:43])=O)[CH2:40][CH2:39]1)=[O:36])([CH3:33])(C)C.[NH2:44][CH2:45][C:46]1[CH:51]=[CH:50][C:49]([NH:52][C:53]2[CH:58]=[CH:57][CH:56]=[CH:55][C:54]=2[C:59]([F:62])([F:61])[F:60])=[CH:48][CH:47]=1, predict the reaction product. The product is: [F:26][C:56]1[CH:57]=[CH:58][C:53]([NH:52][C:49]2[CH:50]=[CH:51][C:46]([CH2:45][NH:44][C:41]([C:38]3([NH:37][C:35](=[O:36])[O:34][CH2:30][CH2:33][CH2:6][CH3:7])[CH2:39][CH2:40]3)=[O:43])=[CH:47][CH:48]=2)=[C:54]([C:59]([F:60])([F:61])[F:62])[CH:55]=1. (2) Given the reactants [C:1]1([CH:7]2[O:11][C:10](=[O:12])[N:9]([C:13]3[CH:18]=[CH:17][C:16](B4[O:23][C:22]([CH3:25])(C)C(C)(C)O4)=[CH:15][CH:14]=3)[CH2:8]2)[CH:6]=[CH:5][CH:4]=[CH:3][CH:2]=1.I[C:29]1[C:37]2[C:32](=[N:33][CH:34]=[N:35][C:36]=2[NH2:38])[N:31]([C@H:39]2[CH2:44][CH2:43][C@@H:42]([N:45]3[CH2:50][CH2:49][N:48]([CH3:51])[CH2:47][CH2:46]3)[CH2:41][CH2:40]2)[N:30]=1.O.C(=O)([O-])[O-:54].[Na+].[Na+], predict the reaction product. The product is: [C:22]([OH:54])(=[O:23])[CH3:25].[NH2:38][C:36]1[N:35]=[CH:34][N:33]=[C:32]2[N:31]([C@H:39]3[CH2:44][CH2:43][C@@H:42]([N:45]4[CH2:46][CH2:47][N:48]([CH3:51])[CH2:49][CH2:50]4)[CH2:41][CH2:40]3)[N:30]=[C:29]([C:16]3[CH:15]=[CH:14][C:13]([N:9]4[CH2:8][CH:7]([C:1]5[CH:2]=[CH:3][CH:4]=[CH:5][CH:6]=5)[O:11][C:10]4=[O:12])=[CH:18][CH:17]=3)[C:37]=12.